Predict the product of the given reaction. From a dataset of Forward reaction prediction with 1.9M reactions from USPTO patents (1976-2016). (1) Given the reactants [Na].[Br:2][C:3]1[CH:11]=[CH:10][C:9]2[NH:8][C:7]3[CH:12]4[CH2:18][CH2:17][N:15]([CH2:16][C:6]=3[C:5]=2[CH:4]=1)[CH2:14][CH2:13]4.[Cl:19][C:20]1[CH:27]=[CH:26][C:23]([CH:24]=[CH2:25])=[CH:22][CH:21]=1.C1(C=CC(O)=CC=1)O, predict the reaction product. The product is: [Br:2][C:3]1[CH:11]=[CH:10][C:9]2[N:8]([CH2:25][CH2:24][C:23]3[CH:26]=[CH:27][C:20]([Cl:19])=[CH:21][CH:22]=3)[C:7]3[CH:12]4[CH2:13][CH2:14][N:15]([CH2:16][C:6]=3[C:5]=2[CH:4]=1)[CH2:17][CH2:18]4. (2) Given the reactants C(Cl)CCl.[NH2:5][C:6]1[N:11]=[CH:10][C:9](/[CH:12]=[CH:13]/[C:14]([OH:16])=O)=[CH:8][CH:7]=1.Cl.[CH3:18][C:19]1[C:27]2[C:22](=[CH:23][CH:24]=[CH:25][CH:26]=2)[CH2:21][C:20]=1[CH2:28][NH:29][CH3:30].C1C=CC2N(O)N=NC=2C=1.O.C(N(CC)CC)C, predict the reaction product. The product is: [NH2:5][C:6]1[N:11]=[CH:10][C:9](/[CH:12]=[CH:13]/[C:14]([N:29]([CH3:30])[CH2:28][C:20]2[CH2:21][C:22]3[C:27]([C:19]=2[CH3:18])=[CH:26][CH:25]=[CH:24][CH:23]=3)=[O:16])=[CH:8][CH:7]=1. (3) Given the reactants C(OC(=O)[NH:7][C:8]1[CH:13]=[C:12]([N:14]2[CH2:17][CH2:16][CH2:15]2)[C:11]([C:18]([F:21])([F:20])[F:19])=[CH:10][C:9]=1[NH:22][C:23](=[O:35])[CH2:24][C:25]([C:27]1[CH:32]=[CH:31][N:30]=[C:29]([C:33]#[N:34])[CH:28]=1)=O)(C)(C)C.C(O)(C(F)(F)F)=O, predict the reaction product. The product is: [N:14]1([C:12]2[C:11]([C:18]([F:19])([F:21])[F:20])=[CH:10][C:9]3[NH:22][C:23](=[O:35])[CH2:24][C:25]([C:27]4[CH:32]=[CH:31][N:30]=[C:29]([C:33]#[N:34])[CH:28]=4)=[N:7][C:8]=3[CH:13]=2)[CH2:15][CH2:16][CH2:17]1. (4) Given the reactants [Br:1][C:2]1[C:7]([CH3:8])=[CH:6][C:5](I)=[CH:4][C:3]=1[CH3:10].[CH3:11][N:12]1[CH:16]=[C:15](B2OC(C)(C)C(C)(C)O2)[CH:14]=[N:13]1, predict the reaction product. The product is: [Br:1][C:2]1[C:7]([CH3:8])=[CH:6][C:5]([C:15]2[CH:14]=[N:13][N:12]([CH3:11])[CH:16]=2)=[CH:4][C:3]=1[CH3:10]. (5) Given the reactants [CH2:1]([C:8]1[CH:13]=[CH:12][N:11]=[CH:10][CH:9]=1)[C:2]1[CH:7]=[CH:6][CH:5]=[CH:4][CH:3]=1.[NH2-:14].[Na+].CC1C=CC(C(C)C)=CC=1.Cl, predict the reaction product. The product is: [CH2:1]([C:8]1[CH:13]=[CH:12][N:11]=[C:10]([NH2:14])[CH:9]=1)[C:2]1[CH:3]=[CH:4][CH:5]=[CH:6][CH:7]=1. (6) Given the reactants Br[C:2]1[CH:3]=[N:4][N:5]([CH3:37])[C:6]=1[C:7]1[CH:8]=[C:9]([C:13]([NH:15][C@@H:16]([CH2:26][C:27]2[CH:32]=[CH:31][CH:30]=[CH:29][C:28]=2[C:33]([F:36])([F:35])[F:34])[CH2:17][NH:18]C(=O)OC(C)(C)C)=[O:14])[S:10][C:11]=1[Cl:12].C(O)(C(F)(F)F)=O.C(Cl)[Cl:46], predict the reaction product. The product is: [NH2:18][CH2:17][C@@H:16]([NH:15][C:13]([C:9]1[S:10][C:11]([Cl:12])=[C:7]([C:6]2[N:5]([CH3:37])[N:4]=[CH:3][C:2]=2[Cl:46])[CH:8]=1)=[O:14])[CH2:26][C:27]1[CH:32]=[CH:31][CH:30]=[CH:29][C:28]=1[C:33]([F:36])([F:35])[F:34]. (7) Given the reactants [CH3:1][C:2]#[N:3].[Li]CCCC.[F:9][C:10]1[CH:18]=[C:17]([O:19][CH3:20])[CH:16]=[CH:15][C:11]=1[C:12](Cl)=[O:13].[NH4+].[Cl-].Cl, predict the reaction product. The product is: [F:9][C:10]1[CH:18]=[C:17]([O:19][CH3:20])[CH:16]=[CH:15][C:11]=1[C:12](=[O:13])[CH2:1][C:2]#[N:3]. (8) The product is: [Cl:1][C:2]1[N:7]=[C:6]([NH:11][C:12]2[CH:13]=[C:14]([NH:18][C:19](=[O:22])[CH:20]=[CH2:21])[CH:15]=[CH:16][CH:17]=2)[C:5]([O:9][CH3:10])=[CH:4][N:3]=1. Given the reactants [Cl:1][C:2]1[N:7]=[C:6](Cl)[C:5]([O:9][CH3:10])=[CH:4][N:3]=1.[NH2:11][C:12]1[CH:13]=[C:14]([NH:18][C:19](=[O:22])[CH:20]=[CH2:21])[CH:15]=[CH:16][CH:17]=1.C([O-])([O-])=O.[K+].[K+].C(OCC)(=O)C, predict the reaction product. (9) Given the reactants [S:1]1[CH:5]=[CH:4][C:3]([CH2:6][NH2:7])=[CH:2]1.[CH:8]1[N:13]=[C:12](Cl)[C:11]2[N:15]=[CH:16][N:17]([C@@H:18]3[O:22][C@H:21]([CH2:23][OH:24])[C@@H:20]([OH:25])[C@H:19]3[OH:26])[C:10]=2[N:9]=1.C(N(CC)CC)C, predict the reaction product. The product is: [S:1]1[CH:5]=[CH:4][C:3]([CH2:6][NH:7][C:12]2[C:11]3[N:15]=[CH:16][N:17]([C:10]=3[N:9]=[CH:8][N:13]=2)[C@@H:18]2[O:22][C@H:21]([CH2:23][OH:24])[C@@H:20]([OH:25])[C@H:19]2[OH:26])=[CH:2]1.